From a dataset of Forward reaction prediction with 1.9M reactions from USPTO patents (1976-2016). Predict the product of the given reaction. (1) The product is: [CH:14]1[N:13]=[C:12]([Cl:11])[N:19]=[C:18]2[C:23]([N:21]=[CH:20][NH:1][C:15]=12)=[O:24]. Given the reactants [NH2:1][C@H]1CC[C@H](O)CC1.[H-].[Na+].[Cl:11][C:12]1C=C[C:15]([C:18]#[N:19])=[CH:14][N:13]=1.[CH3:20][N:21]([CH:23]=[O:24])C, predict the reaction product. (2) The product is: [CH:7]1[C:6]2[C:5](=[O:18])[C:4]3[C:13](=[CH:14][CH:15]=[CH:2][CH:3]=3)[C:12](=[O:16])[C:11]=2[CH:10]=[CH:9][CH:8]=1. Given the reactants Br[C:2]1[CH:15]=[CH:14][C:13]2[C:12](=[O:16])[C:11]3[C:6](=[CH:7][CH:8]=[C:9](Br)[CH:10]=3)[C:5](=[O:18])[C:4]=2[CH:3]=1.C1(B(O)O)C=CC=CC=1.COCCOC.C(O)C, predict the reaction product. (3) Given the reactants [N:1]([C:4]1[CH:9]=[CH:8][C:7]([S:10]([NH2:13])(=[O:12])=[O:11])=[CH:6][CH:5]=1)=[C:2]=[S:3].[N:14]1[CH:19]=[CH:18][CH:17]=[CH:16][C:15]=1[CH2:20][NH:21][CH2:22][C:23]1[CH:28]=[CH:27][CH:26]=[CH:25][N:24]=1, predict the reaction product. The product is: [N:14]1[CH:19]=[CH:18][CH:17]=[CH:16][C:15]=1[CH2:20][N:21]([CH2:22][C:23]1[CH:28]=[CH:27][CH:26]=[CH:25][N:24]=1)[C:2](=[S:3])[NH:1][C:4]1[CH:5]=[CH:6][C:7]([S:10]([NH2:13])(=[O:11])=[O:12])=[CH:8][CH:9]=1. (4) Given the reactants C([O-])(O)=O.[Na+].[Br:6][C:7]1[CH:12]=[CH:11][C:10](I)=[CH:9][CH:8]=1.[CH2:14]([OH:17])[CH:15]=[CH2:16], predict the reaction product. The product is: [Br:6][C:7]1[CH:12]=[CH:11][C:10]([CH2:16][CH2:15][CH:14]=[O:17])=[CH:9][CH:8]=1. (5) Given the reactants N[C:2]1[CH:3]=[C:4]2[C:8](=[CH:9][C:10]=1[N+:11]([O-:13])=[O:12])[CH2:7][CH2:6][CH2:5]2.OS(O)(=O)=O.N([O-])=O.[Na+].[BrH:23], predict the reaction product. The product is: [Br:23][C:2]1[CH:3]=[C:4]2[C:8](=[CH:9][C:10]=1[N+:11]([O-:13])=[O:12])[CH2:7][CH2:6][CH2:5]2. (6) Given the reactants [Cl:1][C:2]1[CH:7]=[CH:6][C:5]([N:8]2[CH:12]=[CH:11][N:10]=[C:9]2[CH3:13])=[CH:4][CH:3]=1.[F:14][C:15]1[CH:20]=[CH:19][C:18](I)=[CH:17][CH:16]=1.CC1C=CC=CC=1P(C1C=CC=CC=1C)C1C=CC=CC=1C.[F-].[Cs+], predict the reaction product. The product is: [Cl:1][C:2]1[CH:3]=[CH:4][C:5]([N:8]2[C:12]([C:18]3[CH:19]=[CH:20][C:15]([F:14])=[CH:16][CH:17]=3)=[CH:11][N:10]=[C:9]2[CH3:13])=[CH:6][CH:7]=1.